Dataset: Forward reaction prediction with 1.9M reactions from USPTO patents (1976-2016). Task: Predict the product of the given reaction. (1) Given the reactants C([O:8][C:9]1[C:10]([C@:18]2([CH2:41][O:42]CC3C=CC=CC=3)[C:26]3[C:21](=[CH:22][CH:23]=[CH:24][CH:25]=3)[N:20]([CH:27]([C:34]3[CH:39]=[CH:38][CH:37]=[CH:36][CH:35]=3)[C:28]3[CH:33]=[CH:32][CH:31]=[CH:30][CH:29]=3)[C:19]2=[O:40])=[CH:11][C:12]2[O:16][CH2:15][O:14][C:13]=2[CH:17]=1)C1C=CC=CC=1.O1CCCC1.C(O)C, predict the reaction product. The product is: [C:34]1([CH:27]([C:28]2[CH:29]=[CH:30][CH:31]=[CH:32][CH:33]=2)[N:20]2[C:21]3[C:26](=[CH:25][CH:24]=[CH:23][CH:22]=3)[C@:18]([C:10]3[C:9]([OH:8])=[CH:17][C:13]4[O:14][CH2:15][O:16][C:12]=4[CH:11]=3)([CH2:41][OH:42])[C:19]2=[O:40])[CH:35]=[CH:36][CH:37]=[CH:38][CH:39]=1. (2) Given the reactants [Cl:1][C:2]1[CH:3]=[C:4]([C:8]2[N:16]=[C:15]([C:17](=[NH:20])[NH:18][OH:19])[N:14]=[C:13]3[C:9]=2[N:10]([CH2:29][C@H:30]2[CH2:35][CH2:34][C@H:33]([CH3:36])[CH2:32][CH2:31]2)[C:11]([CH:21]([OH:28])[CH:22]2[CH2:27][CH2:26][O:25][CH2:24][CH2:23]2)=[N:12]3)[CH:5]=[CH:6][CH:7]=1.[C:37](N1C=CN=C1)(N1C=CN=C1)=[O:38].N12CCCN=C1CCCCC2, predict the reaction product. The product is: [Cl:1][C:2]1[CH:3]=[C:4]([C:8]2[N:16]=[C:15]([C:17]3[NH:20][C:37](=[O:38])[O:19][N:18]=3)[N:14]=[C:13]3[C:9]=2[N:10]([CH2:29][C@H:30]2[CH2:31][CH2:32][C@H:33]([CH3:36])[CH2:34][CH2:35]2)[C:11]([CH:21]([OH:28])[CH:22]2[CH2:23][CH2:24][O:25][CH2:26][CH2:27]2)=[N:12]3)[CH:5]=[CH:6][CH:7]=1.